Dataset: Full USPTO retrosynthesis dataset with 1.9M reactions from patents (1976-2016). Task: Predict the reactants needed to synthesize the given product. (1) Given the product [Cl:17][C:18]1[CH:26]=[C:25]2[C:21]([CH2:22][C:23](=[O:27])[NH:24]2)=[CH:20][C:19]=1[C:2]1[CH:16]=[CH:15][C:5]([CH2:6][C:7]2[CH:12]=[CH:11][CH:10]=[CH:9][C:8]=2[O:13][CH3:14])=[CH:4][CH:3]=1, predict the reactants needed to synthesize it. The reactants are: Br[C:2]1[CH:16]=[CH:15][C:5]([CH2:6][C:7]2[CH:12]=[CH:11][CH:10]=[CH:9][C:8]=2[O:13][CH3:14])=[CH:4][CH:3]=1.[Cl:17][C:18]1[CH:26]=[C:25]2[C:21]([CH2:22][C:23](=[O:27])[NH:24]2)=[CH:20][C:19]=1B1OC(C)(C)C(C)(C)O1.[O-]P([O-])([O-])=O.[K+].[K+].[K+]. (2) Given the product [N+:1]([C:4]1[CH:5]=[CH:6][C:7]2[O:12][C@:11]([CH3:18])([CH:13]([O:16][CH3:17])[O:14][CH3:15])[C@H:10]([OH:19])[C@@H:9]([N:28]([C:23]3[CH:24]=[CH:25][CH:26]=[CH:27][C:22]=3[Cl:21])[CH2:29][C:30]3[N:31]=[N:32][N:33]([CH3:35])[N:34]=3)[C:8]=2[CH:20]=1)([O-:3])=[O:2], predict the reactants needed to synthesize it. The reactants are: [N+:1]([C:4]1[CH:5]=[CH:6][C:7]2[O:12][C@:11]([CH3:18])([CH:13]([O:16][CH3:17])[O:14][CH3:15])[C@@H:10]3[O:19][C@@H:9]3[C:8]=2[CH:20]=1)([O-:3])=[O:2].[Cl:21][C:22]1[CH:27]=[CH:26][CH:25]=[CH:24][C:23]=1[NH:28][CH2:29][C:30]1[N:31]=[N:32][N:33]([CH3:35])[N:34]=1. (3) Given the product [C:20]([NH:2][C:3]1[C:4]([F:13])=[C:5]([CH:10]=[CH:11][CH:12]=1)[C:6]([O:8][CH3:9])=[O:7])(=[O:27])[C:21]1[CH:26]=[CH:25][CH:24]=[CH:23][CH:22]=1, predict the reactants needed to synthesize it. The reactants are: Cl.[NH2:2][C:3]1[C:4]([F:13])=[C:5]([CH:10]=[CH:11][CH:12]=1)[C:6]([O:8][CH3:9])=[O:7].N1C=CC=CC=1.[C:20](Cl)(=[O:27])[C:21]1[CH:26]=[CH:25][CH:24]=[CH:23][CH:22]=1. (4) Given the product [NH:1]1[C:5]2[CH:6]=[CH:7][C:8]([C:10]([N:24]3[C@@H:25]4[C@@H:20]([C:19]5[CH:28]=[C:15]([O:14][CH3:13])[CH:16]=[CH:17][C:18]=5[CH2:27][CH2:26]4)[CH2:21][CH2:22][CH2:23]3)=[O:12])=[CH:9][C:4]=2[N:3]=[CH:2]1, predict the reactants needed to synthesize it. The reactants are: [NH:1]1[C:5]2[CH:6]=[CH:7][C:8]([C:10]([OH:12])=O)=[CH:9][C:4]=2[N:3]=[CH:2]1.[CH3:13][O:14][C:15]1[CH:16]=[CH:17][C:18]2[CH2:27][CH2:26][C@H:25]3[C@H:20]([CH2:21][CH2:22][CH2:23][NH:24]3)[C:19]=2[CH:28]=1. (5) Given the product [CH3:12][O:13]/[CH:14]=[CH:44]/[C:43]1[CH:46]=[CH:47][C:40]([C:35]2[CH:36]=[N:37][CH:38]=[CH:39][N:34]=2)=[CH:41][CH:42]=1, predict the reactants needed to synthesize it. The reactants are: C[Si](C)(C)[N-][Si](C)(C)C.[Na+].[Cl-].[CH3:12][O:13][CH2:14][P+](C1C=CC=CC=1)(C1C=CC=CC=1)C1C=CC=CC=1.[N:34]1[CH:39]=[CH:38][N:37]=[CH:36][C:35]=1[C:40]1[CH:47]=[CH:46][C:43]([CH:44]=O)=[CH:42][CH:41]=1. (6) Given the product [NH2:18][CH2:17][CH2:16][NH:19][C:9](=[O:10])[O:11][C:12]([CH3:13])([CH3:14])[CH3:15], predict the reactants needed to synthesize it. The reactants are: [C:9](O[C:9]([O:11][C:12]([CH3:15])([CH3:14])[CH3:13])=[O:10])([O:11][C:12]([CH3:15])([CH3:14])[CH3:13])=[O:10].[CH2:16]([NH2:19])[CH2:17][NH2:18].O. (7) Given the product [CH:3]([OH:5])=[O:4].[OH:58][C:51]1[C:52]2[NH:53][C:54](=[O:57])[S:55][C:56]=2[C:48]([C@@H:9]([OH:8])[CH2:10][NH:11][CH2:19][C:20]2[CH:25]=[CH:24][C:23]([O:26][CH2:27][CH2:28][N:29]3[CH2:47][CH2:46][C:32]4([O:37][CH2:36][CH2:35][N:34]([C:38]([C:40]5[CH:44]=[C:43]([CH3:45])[S:42][CH:41]=5)=[O:39])[CH2:33]4)[CH2:31][CH2:30]3)=[CH:22][CH:21]=2)=[CH:49][CH:50]=1, predict the reactants needed to synthesize it. The reactants are: FC(F)(F)[C:3]([OH:5])=[O:4].[OH:8][C@H:9]([C:48]1[C:56]2[S:55][C:54](=[O:57])[NH:53][C:52]=2[C:51]([OH:58])=[CH:50][CH:49]=1)[CH2:10][N:11]([CH2:19][C:20]1[CH:25]=[CH:24][C:23]([O:26][CH2:27][CH2:28][N:29]2[CH2:47][CH2:46][C:32]3([O:37][CH2:36][CH2:35][N:34]([C:38]([C:40]4[CH:44]=[C:43]([CH3:45])[S:42][CH:41]=4)=[O:39])[CH2:33]3)[CH2:31][CH2:30]2)=[CH:22][CH:21]=1)C(=O)OC(C)(C)C.C1(C)C=CC=CC=1.